This data is from Peptide-MHC class II binding affinity with 134,281 pairs from IEDB. The task is: Regression. Given a peptide amino acid sequence and an MHC pseudo amino acid sequence, predict their binding affinity value. This is MHC class II binding data. (1) The peptide sequence is WLDAKSTWYGKPTGA. The MHC is HLA-DPA10201-DPB10101 with pseudo-sequence HLA-DPA10201-DPB10101. The binding affinity (normalized) is 0.0232. (2) The peptide sequence is CAKFTCAKSMSLFEVKK. The MHC is HLA-DQA10303-DQB10402 with pseudo-sequence HLA-DQA10303-DQB10402. The binding affinity (normalized) is 0.303. (3) The peptide sequence is QQPPFSQQQQPVLPQ. The MHC is HLA-DQA10501-DQB10201 with pseudo-sequence HLA-DQA10501-DQB10201. The binding affinity (normalized) is 0.118. (4) The peptide sequence is IAAMMTSPLSVASMT. The MHC is HLA-DPA10201-DPB10101 with pseudo-sequence HLA-DPA10201-DPB10101. The binding affinity (normalized) is 0.372. (5) The peptide sequence is EVFFQRLGIASGRARY. The MHC is DRB1_1201 with pseudo-sequence DRB1_1201. The binding affinity (normalized) is 0.322. (6) The peptide sequence is WELGLSPQQICTNFK. The MHC is H-2-IAb with pseudo-sequence H-2-IAb. The binding affinity (normalized) is 0.0513. (7) The peptide sequence is KKLTIAYLVGSNMTQRV. The MHC is HLA-DQA10103-DQB10603 with pseudo-sequence HLA-DQA10103-DQB10603. The binding affinity (normalized) is 0.448. (8) The peptide sequence is GKSYDALATFTVNIF. The MHC is DRB1_1101 with pseudo-sequence DRB1_1101. The binding affinity (normalized) is 0.381.